From a dataset of Full USPTO retrosynthesis dataset with 1.9M reactions from patents (1976-2016). Predict the reactants needed to synthesize the given product. (1) Given the product [F:14][C:8]1[CH:9]=[C:10]([F:13])[CH:11]=[CH:12][C:7]=1[CH2:6][CH:5]([CH3:15])[CH2:4][OH:3], predict the reactants needed to synthesize it. The reactants are: C([O:3][C:4](=O)[CH:5]([CH3:15])[CH2:6][C:7]1[CH:12]=[CH:11][C:10]([F:13])=[CH:9][C:8]=1[F:14])C.C1(C)C=CC=CC=1.CC(C[AlH]CC(C)C)C.Cl. (2) Given the product [C:1]([O:5][C:6]([N:8]1[CH2:13][CH2:12][C:11]([C:15]2[S:16][CH:17]=[C:18]([CH2:20][O:21][C:33]3[CH:34]=[CH:35][C:30]([S:27]([CH3:26])(=[O:29])=[O:28])=[CH:31][CH:32]=3)[N:19]=2)([CH3:14])[CH2:10][CH2:9]1)=[O:7])([CH3:4])([CH3:3])[CH3:2], predict the reactants needed to synthesize it. The reactants are: [C:1]([O:5][C:6]([N:8]1[CH2:13][CH2:12][C:11]([C:15]2[S:16][CH:17]=[C:18]([CH2:20][O:21]S(C)(=O)=O)[N:19]=2)([CH3:14])[CH2:10][CH2:9]1)=[O:7])([CH3:4])([CH3:3])[CH3:2].[CH3:26][S:27]([C:30]1[CH:35]=[CH:34][C:33](O)=[CH:32][CH:31]=1)(=[O:29])=[O:28].C([O-])([O-])=O.[Cs+].[Cs+]. (3) Given the product [C:17]([C:19]1[CH:24]=[CH:23][C:22]([N:25]2[C:29]([C:30]3[C:31](=[O:49])[N:32]([CH3:48])[C:33](=[O:47])[N:34]([C:37]4[CH:42]=[CH:41][CH:40]=[C:39]([C:43]([F:46])([F:45])[F:44])[CH:38]=4)[C:35]=3[CH3:36])=[C:28]([S:50]([NH2:8])(=[O:53])=[O:51])[CH:27]=[N:26]2)=[CH:21][CH:20]=1)#[N:18], predict the reactants needed to synthesize it. The reactants are: C([NH:8][C@H]1CCCC[C@H]1CO)C1C=CC=CC=1.[C:17]([C:19]1[CH:24]=[CH:23][C:22]([N:25]2[C:29]([C:30]3[C:31](=[O:49])[N:32]([CH3:48])[C:33](=[O:47])[N:34]([C:37]4[CH:42]=[CH:41][CH:40]=[C:39]([C:43]([F:46])([F:45])[F:44])[CH:38]=4)[C:35]=3[CH3:36])=[C:28]([S:50]([OH:53])(=O)=[O:51])[CH:27]=[N:26]2)=[CH:21][CH:20]=1)#[N:18].P(Cl)(Cl)(Cl)=O.O.N. (4) Given the product [CH:22]([OH:32])=[O:38].[NH2:1][C:4]1[C:9]([C:10]#[C:11][C:12]2[CH:13]=[C:14]([NH:18][C:19]([N:21]3[CH2:25][CH2:24][N:23]([C:26]4[CH:31]=[CH:30][CH:29]=[CH:28][CH:27]=4)[C:22]3=[O:32])=[O:20])[CH:15]=[CH:16][CH:17]=2)=[CH:8][CH:7]=[CH:6][N:5]=1, predict the reactants needed to synthesize it. The reactants are: [N+:1]([C:4]1[C:9]([C:10]#[C:11][C:12]2[CH:13]=[C:14]([NH:18][C:19]([N:21]3[CH2:25][CH2:24][N:23]([C:26]4[CH:31]=[CH:30][CH:29]=[CH:28][CH:27]=4)[C:22]3=[O:32])=[O:20])[CH:15]=[CH:16][CH:17]=2)=[CH:8][CH:7]=[CH:6][N:5]=1)([O-])=O.NC1C=CC([O:38]C2N=CN=C(NC(N3CCCC3)=O)C=2)=C(F)C=1. (5) Given the product [Br:1][C:9]1[CH:8]=[CH:7][C:6]([N:11]2[CH2:12][CH2:13][N:14]([CH3:17])[CH2:15][CH2:16]2)=[C:5]([O:4][CH3:3])[CH:10]=1, predict the reactants needed to synthesize it. The reactants are: [Br:1]Br.[CH3:3][O:4][C:5]1[CH:10]=[CH:9][CH:8]=[CH:7][C:6]=1[N:11]1[CH2:16][CH2:15][N:14]([CH3:17])[CH2:13][CH2:12]1. (6) The reactants are: [OH:1][CH:2]1[C:11]2[C:6](=[CH:7][CH:8]=[CH:9][CH:10]=2)[NH:5][C:4](=[O:12])[C:3]1([CH3:14])[CH3:13]. Given the product [CH3:13][C:3]1([CH3:14])[C:2](=[O:1])[C:11]2[C:6](=[CH:7][CH:8]=[CH:9][CH:10]=2)[NH:5][C:4]1=[O:12], predict the reactants needed to synthesize it. (7) Given the product [CH3:26][O:27][C:28]([C:30]1[N:1]([C:2]2[CH:3]=[CH:4][C:5]([N+:12]([O-:14])=[O:13])=[C:6]([NH2:8])[CH:7]=2)[CH:32]=[CH:33][CH:34]=1)=[O:29], predict the reactants needed to synthesize it. The reactants are: [NH2:1][C:2]1[CH:3]=[CH:4][C:5]([N+:12]([O-:14])=[O:13])=[C:6]([NH:8]C(=O)C)[CH:7]=1.ClC1C=CC([N+]([O-])=O)=C(C=1)N.[CH3:26][O:27][C:28]([C:30]1(OC)[CH2:34][CH2:33][CH:32](OC)O1)=[O:29]. (8) The reactants are: [Cl:1][C:2]1[CH:11]=[CH:10][C:5]([C:6]([O:8][CH3:9])=[O:7])=[C:4]([NH:12][CH2:13][CH2:14][CH2:15][OH:16])[C:3]=1[NH:17][C:18](=S)[NH:19][C:20]1[C:21]([CH2:29][CH3:30])=[N:22][C:23]([CH3:28])=[N:24][C:25]=1[CH2:26][CH3:27].Cl.C(N=C=NCCCN(C)C)C.C(N(CC)CC)C. Given the product [Cl:1][C:2]1[C:3]2[N:17]=[C:18]([NH:19][C:20]3[C:21]([CH2:29][CH3:30])=[N:22][C:23]([CH3:28])=[N:24][C:25]=3[CH2:26][CH3:27])[N:12]([CH2:13][CH2:14][CH2:15][OH:16])[C:4]=2[C:5]([C:6]([O:8][CH3:9])=[O:7])=[CH:10][CH:11]=1, predict the reactants needed to synthesize it.